Dataset: Reaction yield outcomes from USPTO patents with 853,638 reactions. Task: Predict the reaction yield, written as a fraction of the theoretical maximum amount of product (1.0 means a 100% yield; for example, 0.34 means a 34% yield). (1) The reactants are [Cl:1][C:2]1[CH:3]=[C:4]([NH:8][C:9]2[N:14]=[C:13]([C:15]3[CH:20]=[CH:19][N:18]=[C:17]([C:21]#[N:22])[CH:16]=3)[CH:12]=[CH:11][N:10]=2)[CH:5]=[CH:6][CH:7]=1. The catalyst is CN(C)C=O.[Ni]. The product is [NH2:22][CH2:21][C:17]1[CH:16]=[C:15]([C:13]2[CH:12]=[CH:11][N:10]=[C:9]([NH:8][C:4]3[CH:5]=[CH:6][CH:7]=[C:2]([Cl:1])[CH:3]=3)[N:14]=2)[CH:20]=[CH:19][N:18]=1. The yield is 0.230. (2) The reactants are C[SiH](C)C.[N:5]1[CH:10]=[CH:9][CH:8]=[CH:7][C:6]=1[OH:11].[C:12]([O-])([O-])=O.[K+].[K+].[CH3:18][C:19]([CH3:21])=O. No catalyst specified. The product is [CH2:18]([N:5]1[CH:10]=[CH:9][CH:8]=[CH:7][C:6]1=[O:11])[CH2:19][C:21]#[CH:12]. The yield is 0.0500.